From a dataset of Full USPTO retrosynthesis dataset with 1.9M reactions from patents (1976-2016). Predict the reactants needed to synthesize the given product. Given the product [Br:1][C:2]1[CH:7]=[CH:6][C:5]([C@@H:8]2[C:17]3[C:12](=[CH:13][CH:14]=[CH:15][CH:16]=3)[CH2:11][C@H:10]([CH3:18])[N:9]2[C:20]([NH:19][C:22]2[CH:29]=[CH:28][C:25]([C:26]#[N:27])=[CH:24][CH:23]=2)=[O:21])=[CH:4][CH:3]=1, predict the reactants needed to synthesize it. The reactants are: [Br:1][C:2]1[CH:7]=[CH:6][C:5]([C@@H:8]2[C:17]3[C:12](=[CH:13][CH:14]=[CH:15][CH:16]=3)[CH2:11][C@H:10]([CH3:18])[NH:9]2)=[CH:4][CH:3]=1.[N:19]([C:22]1[CH:29]=[CH:28][C:25]([C:26]#[N:27])=[CH:24][CH:23]=1)=[C:20]=[O:21].